This data is from Forward reaction prediction with 1.9M reactions from USPTO patents (1976-2016). The task is: Predict the product of the given reaction. (1) Given the reactants [Cl:1][C:2]1[CH:3]=[C:4]([C@@H:12]([CH2:22][CH:23]2[CH2:27][CH2:26][CH2:25][CH2:24]2)[C:13]([NH:15][C:16]2[CH:20]=[CH:19][N:18]([CH3:21])[N:17]=2)=[O:14])[CH:5]=[CH:6][C:7]=1[S:8]([CH3:11])(=[O:10])=[O:9].C(Cl)(=O)C(Cl)=O.N1[C:39]([CH3:40])=[CH:38][CH:37]=[CH:36][C:35]=1[CH3:41].C(N1C=CC(N)=N1)CC1C=CC=CC=1, predict the reaction product. The product is: [Cl:1][C:2]1[CH:3]=[C:4]([C@@H:12]([CH2:22][CH:23]2[CH2:24][CH2:25][CH2:26][CH2:27]2)[C:13]([NH:15][C:16]2[CH:20]=[CH:19][N:18]([CH2:21][CH2:41][C:35]3[CH:40]=[CH:39][CH:38]=[CH:37][CH:36]=3)[N:17]=2)=[O:14])[CH:5]=[CH:6][C:7]=1[S:8]([CH3:11])(=[O:10])=[O:9]. (2) Given the reactants [CH2:1]([N:3]([Si](C)(C)C)[CH2:4][CH3:5])[CH3:2].[F:10][C:11]([F:17])([F:16])[S:12]([O-:15])(=[O:14])=[O:13].[CH3:18][NH+:19]1[CH2:23][CH2:22][N:21]([CH3:24])[CH:20]1Cl, predict the reaction product. The product is: [F:10][C:11]([F:17])([F:16])[S:12]([O-:15])(=[O:14])=[O:13].[CH3:18][NH+:19]1[CH2:23][CH2:22][N:21]([CH3:24])[CH:20]1[N:3]([CH2:4][CH3:5])[CH2:1][CH3:2]. (3) Given the reactants [NH:1]1[CH2:5][CH2:4][C@@H:3]([NH:6][C:7]([C:9]2[C:13]3[N:14]=[CH:15][N:16]=[C:17]([C:18]4[C:26]5[O:25][CH2:24][O:23][C:22]=5[CH:21]=[CH:20][C:19]=4[O:27][CH2:28][CH2:29][CH2:30][CH3:31])[C:12]=3[NH:11][CH:10]=2)=[O:8])[CH2:2]1.Cl[C:33]([O:35][CH2:36][CH3:37])=[O:34], predict the reaction product. The product is: [CH2:36]([O:35][C:33]([N:1]1[CH2:5][CH2:4][C@@H:3]([NH:6][C:7]([C:9]2[C:13]3[N:14]=[CH:15][N:16]=[C:17]([C:18]4[C:26]5[O:25][CH2:24][O:23][C:22]=5[CH:21]=[CH:20][C:19]=4[O:27][CH2:28][CH2:29][CH2:30][CH3:31])[C:12]=3[NH:11][CH:10]=2)=[O:8])[CH2:2]1)=[O:34])[CH3:37]. (4) Given the reactants CO.[CH3:3][C:4]1[C:12]([CH3:13])=[C:11]([O:14][CH3:15])[CH:10]=[C:9]2[C:5]=1[CH:6]=[C:7]([C:16]([O:18]CC)=[O:17])[NH:8]2.[OH-].[Na+], predict the reaction product. The product is: [CH3:3][C:4]1[C:12]([CH3:13])=[C:11]([O:14][CH3:15])[CH:10]=[C:9]2[C:5]=1[CH:6]=[C:7]([C:16]([OH:18])=[O:17])[NH:8]2. (5) Given the reactants [F:1][C:2]1[CH:9]=[CH:8][C:5]([CH2:6][NH2:7])=[CH:4][CH:3]=1.[OH-].[Na+].[F:12][C:13]1[CH:21]=[CH:20][C:16]([C:17](Cl)=[O:18])=[CH:15][CH:14]=1, predict the reaction product. The product is: [F:12][C:13]1[CH:21]=[CH:20][C:16]([C:17]([NH:7][CH2:6][C:5]2[CH:8]=[CH:9][C:2]([F:1])=[CH:3][CH:4]=2)=[O:18])=[CH:15][CH:14]=1. (6) Given the reactants Br[C:2]1[N:3]=[CH:4][C:5]2[N:6]([N:8]=[C:9]([NH2:11])[N:10]=2)[CH:7]=1.C(=O)([O-])[O-].[K+].[K+].OB(O)[C:20]1[CH:21]=[C:22]([CH:26]=[CH:27][CH:28]=1)[C:23]([OH:25])=[O:24], predict the reaction product. The product is: [NH2:11][C:9]1[N:10]=[C:5]2[CH:4]=[N:3][C:2]([C:20]3[CH:21]=[C:22]([CH:26]=[CH:27][CH:28]=3)[C:23]([OH:25])=[O:24])=[CH:7][N:6]2[N:8]=1. (7) Given the reactants [C:1]([O:4][CH:5]([C:14]1[CH:19]=[CH:18][CH:17]=[CH:16][CH:15]=1)[C:6](=O)[C:7]1[CH:12]=[CH:11][CH:10]=[CH:9][CH:8]=1)(=O)[CH3:2].[NH2:20]C(N)=S, predict the reaction product. The product is: [CH3:2][C:1]1[O:4][C:5]([C:14]2[CH:19]=[CH:18][CH:17]=[CH:16][CH:15]=2)=[C:6]([C:7]2[CH:12]=[CH:11][CH:10]=[CH:9][CH:8]=2)[N:20]=1. (8) Given the reactants [Br:1][C:2]1[C:10]2[N:9](C(OC(C)(C)C)=O)[CH:8]3[CH2:18][CH2:19][N:20](C(OC(C)(C)C)=O)[CH2:21][CH:7]3[C:6]=2[CH:5]=[C:4]([C:29]2[CH:34]=[CH:33][C:32]([Cl:35])=[CH:31][C:30]=2[Cl:36])[CH:3]=1.FC(F)(F)C(O)=O, predict the reaction product. The product is: [Br:1][C:2]1[C:10]2[NH:9][CH:8]3[CH2:18][CH2:19][NH:20][CH2:21][CH:7]3[C:6]=2[CH:5]=[C:4]([C:29]2[CH:34]=[CH:33][C:32]([Cl:35])=[CH:31][C:30]=2[Cl:36])[CH:3]=1. (9) Given the reactants [CH3:1][O:2][C:3](=[O:18])[C:4]1[CH:9]=[CH:8][C:7]([CH:10]([OH:17])[CH2:11][CH2:12][CH2:13][CH2:14][CH2:15][CH3:16])=[CH:6][CH:5]=1.N(C(N1CCCCC1)=O)=NC(N1CCCCC1)=O.C(P(CCCC)CCCC)CCC.[Br:50][C:51]1[C:56](C)=[CH:55][C:54](O)=[CH:53][C:52]=1C, predict the reaction product. The product is: [CH3:1][O:2][C:3](=[O:18])[C:4]1[CH:9]=[CH:8][C:7]([CH:10]([O:17][C:54]2[CH:55]=[CH:56][C:51]([Br:50])=[CH:52][CH:53]=2)[CH2:11][CH2:12][CH2:13][CH2:14][CH2:15][CH3:16])=[CH:6][CH:5]=1. (10) Given the reactants [CH3:1][N:2]1[CH2:7][CH2:6][NH:5][CH2:4][CH2:3]1.[N+:8]([C:11]1[CH:18]=[CH:17][C:14]([CH2:15]Cl)=[CH:13][CH:12]=1)([O-:10])=[O:9].O, predict the reaction product. The product is: [CH3:1][N:2]1[CH2:7][CH2:6][N:5]([CH2:15][C:14]2[CH:17]=[CH:18][C:11]([N+:8]([O-:10])=[O:9])=[CH:12][CH:13]=2)[CH2:4][CH2:3]1.